Dataset: Reaction yield outcomes from USPTO patents with 853,638 reactions. Task: Predict the reaction yield, written as a fraction of the theoretical maximum amount of product (1.0 means a 100% yield; for example, 0.34 means a 34% yield). (1) The reactants are [N+:1]([C:4]1[CH:15]=[CH:14][C:7]([CH2:8][C:9]2[NH:10][CH:11]=[CH:12][N:13]=2)=[CH:6][CH:5]=1)([O-:3])=[O:2].[CH:16](N(CC)C(C)C)(C)[CH3:17].C(I)C. The catalyst is CN(C=O)C. The product is [CH2:16]([N:13]1[CH:12]=[CH:11][N:10]=[C:9]1[CH2:8][C:7]1[CH:14]=[CH:15][C:4]([N+:1]([O-:3])=[O:2])=[CH:5][CH:6]=1)[CH3:17]. The yield is 0.210. (2) The reactants are [Cl:1][C:2]1[CH:36]=[CH:35][C:5]([CH2:6][N:7]2[C:15]3[C:14](=[O:16])[N:13]([CH2:17][CH2:18][CH2:19][O:20]C4CCCCO4)[C:12](=[O:27])[N:11]([CH3:28])[C:10]=3[N:9]=[C:8]2[CH2:29][CH2:30][CH2:31][O:32]CC)=[CH:4][CH:3]=1.C(Cl)(=O)C. The catalyst is C(O)C. The product is [Cl:1][C:2]1[CH:3]=[CH:4][C:5]([CH2:6][N:7]2[C:15]3[C:14](=[O:16])[N:13]([CH2:17][CH2:18][CH2:19][OH:20])[C:12](=[O:27])[N:11]([CH3:28])[C:10]=3[N:9]=[C:8]2[CH2:29][CH2:30][CH2:31][OH:32])=[CH:35][CH:36]=1. The yield is 0.606. (3) The catalyst is C1(C)C=CC=CC=1.C1C=CC(/C=C/C(/C=C/C2C=CC=CC=2)=O)=CC=1.C1C=CC(/C=C/C(/C=C/C2C=CC=CC=2)=O)=CC=1.C1C=CC(/C=C/C(/C=C/C2C=CC=CC=2)=O)=CC=1.[Pd].[Pd].O. The yield is 0.940. The product is [F:32][C:33]1[CH:34]=[CH:35][C:36]([N+:40]([O-:42])=[O:41])=[C:37]([NH:38][C:2]2[CH:10]=[CH:9][CH:8]=[C:7]3[C:3]=2[CH2:4][CH2:5][CH:6]3[N:11]([C:26](=[O:31])[C:27]([F:30])([F:29])[F:28])[C:12]2[CH:25]=[CH:24][C:15]3[C@H:16]([CH2:19][C:20]([O:22][CH3:23])=[O:21])[CH2:17][O:18][C:14]=3[CH:13]=2)[CH:39]=1. The reactants are Br[C:2]1[CH:10]=[CH:9][CH:8]=[C:7]2[C:3]=1[CH2:4][CH2:5][CH:6]2[N:11]([C:26](=[O:31])[C:27]([F:30])([F:29])[F:28])[C:12]1[CH:25]=[CH:24][C:15]2[C@H:16]([CH2:19][C:20]([O:22][CH3:23])=[O:21])[CH2:17][O:18][C:14]=2[CH:13]=1.[F:32][C:33]1[CH:34]=[CH:35][C:36]([N+:40]([O-:42])=[O:41])=[C:37]([CH:39]=1)[NH2:38].P([O-])([O-])([O-])=O.[K+].[K+].[K+].C1(P(C2CCCCC2)C2C=CC=CC=2C2C(C(C)C)=CC(C(C)C)=CC=2C(C)C)CCCCC1. (4) The reactants are [F:1][C:2]([F:36])([F:35])[C:3]1[CH:4]=[C:5]([C:13]([CH3:34])([CH3:33])[C:14]([N:16]([C:18]2[CH:19]=[N:20][C:21](Cl)=[CH:22][C:23]=2[C:24]2[CH:29]=[CH:28][C:27]([F:30])=[CH:26][C:25]=2[CH3:31])[CH3:17])=[O:15])[CH:6]=[C:7]([C:9]([F:12])([F:11])[F:10])[CH:8]=1.[CH3:37][C:38]([O:41][C:42]([NH:44][C@H:45]([CH2:50][C:51]#[CH:52])[C:46]([O:48][CH3:49])=[O:47])=[O:43])([CH3:40])[CH3:39].C(NC(C)C)(C)C. The catalyst is C(N(CC)CC)C.O.Cl[Pd](Cl)([P](C1C=CC=CC=1)(C1C=CC=CC=1)C1C=CC=CC=1)[P](C1C=CC=CC=1)(C1C=CC=CC=1)C1C=CC=CC=1.[Cu]I.C1(P(C2C=CC=CC=2)C2C=CC=CC=2)C=CC=CC=1. The product is [F:1][C:2]([F:36])([F:35])[C:3]1[CH:4]=[C:5]([C:13]([CH3:34])([CH3:33])[C:14]([N:16]([CH3:17])[C:18]2[C:23]([C:24]3[CH:29]=[CH:28][C:27]([F:30])=[CH:26][C:25]=3[CH3:31])=[CH:22][C:21]([C:52]#[C:51][CH2:50][C@@H:45]([NH:44][C:42]([O:41][C:38]([CH3:40])([CH3:39])[CH3:37])=[O:43])[C:46]([O:48][CH3:49])=[O:47])=[N:20][CH:19]=2)=[O:15])[CH:6]=[C:7]([C:9]([F:12])([F:11])[F:10])[CH:8]=1. The yield is 0.561. (5) The reactants are [BH4-].[Li+].C[O:4][C:5]([C@H:7]1[CH2:11][C@H:10]([F:12])[CH2:9][N:8]1[C:13]([O:15][C:16]([CH3:19])([CH3:18])[CH3:17])=[O:14])=O. The catalyst is C1COCC1. The product is [C:16]([O:15][C:13]([N:8]1[CH2:9][C@@H:10]([F:12])[CH2:11][C@@H:7]1[CH2:5][OH:4])=[O:14])([CH3:19])([CH3:18])[CH3:17]. The yield is 1.00. (6) The reactants are [CH:1]([N:14]1[C:22]2[C:17](=[CH:18][C:19]([Cl:23])=[CH:20][CH:21]=2)[C:16]([CH2:24][CH:25]=O)=[C:15]1[CH2:27][CH2:28][O:29][Si:30]([C:43]([CH3:46])([CH3:45])[CH3:44])([C:37]1[CH:42]=[CH:41][CH:40]=[CH:39][CH:38]=1)[C:31]1[CH:36]=[CH:35][CH:34]=[CH:33][CH:32]=1)([C:8]1[CH:13]=[CH:12][CH:11]=[CH:10][CH:9]=1)[C:2]1[CH:7]=[CH:6][CH:5]=[CH:4][CH:3]=1.[CH3:47][O:48][C:49](=[O:58])[C:50]1[CH:55]=[CH:54][C:53]([NH:56][CH3:57])=[CH:52][CH:51]=1. No catalyst specified. The product is [CH3:47][O:48][C:49](=[O:58])[C:50]1[CH:55]=[CH:54][C:53]([N:56]([CH2:25][CH2:24][C:16]2[C:17]3[C:22](=[CH:21][CH:20]=[C:19]([Cl:23])[CH:18]=3)[N:14]([CH:1]([C:2]3[CH:7]=[CH:6][CH:5]=[CH:4][CH:3]=3)[C:8]3[CH:9]=[CH:10][CH:11]=[CH:12][CH:13]=3)[C:15]=2[CH2:27][CH2:28][O:29][Si:30]([C:43]([CH3:44])([CH3:46])[CH3:45])([C:31]2[CH:36]=[CH:35][CH:34]=[CH:33][CH:32]=2)[C:37]2[CH:38]=[CH:39][CH:40]=[CH:41][CH:42]=2)[CH3:57])=[CH:52][CH:51]=1. The yield is 0.730.